This data is from Forward reaction prediction with 1.9M reactions from USPTO patents (1976-2016). The task is: Predict the product of the given reaction. (1) Given the reactants Br[C:2]1[CH:3]=[CH:4][C:5]([O:8][CH2:9][CH:10]2[CH2:15][CH2:14][N:13]([CH2:16][C:17]3([C:20]([F:23])([F:22])[F:21])[CH2:19][CH2:18]3)[CH2:12][CH2:11]2)=[N:6][CH:7]=1.[CH3:24][S:25]([C:28]1[CH:33]=[CH:32][C:31](B(O)O)=[CH:30][CH:29]=1)(=[O:27])=[O:26].C([O-])([O-])=O.[Cs+].[Cs+].O1CCOCC1, predict the reaction product. The product is: [CH3:24][S:25]([C:28]1[CH:33]=[CH:32][C:31]([C:2]2[CH:3]=[CH:4][C:5]([O:8][CH2:9][CH:10]3[CH2:15][CH2:14][N:13]([CH2:16][C:17]4([C:20]([F:23])([F:22])[F:21])[CH2:19][CH2:18]4)[CH2:12][CH2:11]3)=[N:6][CH:7]=2)=[CH:30][CH:29]=1)(=[O:27])=[O:26]. (2) Given the reactants [CH2:1]([N:8]1[CH2:13][CH2:12][CH:11]([C:14](=O)[CH2:15][CH2:16][CH:17]=[CH2:18])[CH2:10][CH2:9]1)[C:2]1[CH:7]=[CH:6][CH:5]=[CH:4][CH:3]=1.[CH3:20][C:21]([S@:24]([NH2:26])=[O:25])([CH3:23])[CH3:22], predict the reaction product. The product is: [CH2:1]([N:8]1[CH2:13][CH2:12][CH:11](/[C:14](=[N:26]\[S@@:24]([C:21]([CH3:23])([CH3:22])[CH3:20])=[O:25])/[CH2:15][CH2:16][CH:17]=[CH2:18])[CH2:10][CH2:9]1)[C:2]1[CH:7]=[CH:6][CH:5]=[CH:4][CH:3]=1. (3) Given the reactants [NH2:1][CH2:2][CH2:3][CH2:4][C:5]#[C:6][C:7]1[C:8]([N:22]2[CH2:26][CH2:25][CH2:24][CH2:23]2)=[N:9][C:10]([NH:13][C:14]2[CH:21]=[CH:20][C:17]([C:18]#[N:19])=[CH:16][CH:15]=2)=[N:11][CH:12]=1.[C:27]([N:34]([CH3:40])[C@H:35]([C:37](O)=[O:38])[CH3:36])([O:29][C:30]([CH3:33])([CH3:32])[CH3:31])=[O:28].Cl.C(N=C=NCCCN(C)C)C.O.ON1C2C=CC=CC=2N=N1, predict the reaction product. The product is: [C:18]([C:17]1[CH:20]=[CH:21][C:14]([NH:13][C:10]2[N:9]=[C:8]([N:22]3[CH2:23][CH2:24][CH2:25][CH2:26]3)[C:7]([C:6]#[C:5][CH2:4][CH2:3][CH2:2][NH:1][C:37](=[O:38])[C@@H:35]([N:34]([CH3:40])[C:27](=[O:28])[O:29][C:30]([CH3:31])([CH3:33])[CH3:32])[CH3:36])=[CH:12][N:11]=2)=[CH:15][CH:16]=1)#[N:19]. (4) Given the reactants [CH3:1][C:2]1[CH:11]=[C:10]([N:12]2[CH2:16][CH2:15][CH2:14][CH2:13]2)[C:9]2[C:4](=[CH:5][C:6]([OH:17])=[CH:7][CH:8]=2)[N:3]=1.Br[CH2:19][C:20]1[CH:21]=[C:22]([CH:25]=[CH:26][CH:27]=1)[C:23]#[N:24], predict the reaction product. The product is: [CH3:1][C:2]1[CH:11]=[C:10]([N:12]2[CH2:16][CH2:15][CH2:14][CH2:13]2)[C:9]2[C:4](=[CH:5][C:6]([O:17][CH2:19][C:20]3[CH:21]=[C:22]([CH:25]=[CH:26][CH:27]=3)[C:23]#[N:24])=[CH:7][CH:8]=2)[N:3]=1.